From a dataset of Reaction yield outcomes from USPTO patents with 853,638 reactions. Predict the reaction yield, written as a fraction of the theoretical maximum amount of product (1.0 means a 100% yield; for example, 0.34 means a 34% yield). (1) The reactants are C([O:8][C@@H:9]1[C@@H:13]2[NH:14][C@H:15]([CH2:16][OH:17])[C@H:10]1[O:11][C@@H:12]2[O:18][CH3:19])C1C=CC=CC=1.C(=O)([O-])O.[Na+].Cl[C:26]([O:28][CH2:29][C:30]1[CH:35]=[CH:34][CH:33]=[CH:32][CH:31]=1)=[O:27].O. The catalyst is CO.[OH-].[Pd+2].[OH-].[C]. The product is [CH2:29]([O:28][C:26]([N:14]1[C@H:15]([CH2:16][OH:17])[C@@H:10]2[C@H:9]([OH:8])[C@H:13]1[C@H:12]([O:18][CH3:19])[O:11]2)=[O:27])[C:30]1[CH:35]=[CH:34][CH:33]=[CH:32][CH:31]=1. The yield is 0.700. (2) The reactants are [Br:1][C:2]1[CH:7]=[CH:6][C:5]([CH2:8][C:9]#[N:10])=[CH:4][CH:3]=1.[C:11](=O)([O-])[O-].[K+].[K+]. The catalyst is C(=O)(OC)OC.C(OCC)(=O)C. The product is [Br:1][C:2]1[CH:7]=[CH:6][C:5]([CH:8]([CH3:11])[C:9]#[N:10])=[CH:4][CH:3]=1. The yield is 0.850.